Dataset: Retrosynthesis with 50K atom-mapped reactions and 10 reaction types from USPTO. Task: Predict the reactants needed to synthesize the given product. (1) Given the product COC(=O)/C=C/c1cc(C=Cc2csc(NC(C)=O)n2)cs1, predict the reactants needed to synthesize it. The reactants are: CC(=O)Nc1nc(C[P+](c2ccccc2)(c2ccccc2)c2ccccc2)cs1.COC(=O)/C=C/c1cc(C=O)cs1. (2) Given the product COc1ccc(F)c(-c2c(F)ccc3c(N)c4c(nc23)CN(C2CC2)C4=O)c1F, predict the reactants needed to synthesize it. The reactants are: COc1ccc(F)c(B(O)O)c1F.Nc1c2c(nc3c(Br)c(F)ccc13)CN(C1CC1)C2=O. (3) Given the product CN(C)C(=O)c1cncc(Br)c1, predict the reactants needed to synthesize it. The reactants are: CNC.O=C(Cl)c1cncc(Br)c1.